This data is from Forward reaction prediction with 1.9M reactions from USPTO patents (1976-2016). The task is: Predict the product of the given reaction. Given the reactants [CH2:1]([O:8][C:9]([N:11]1[CH2:15][CH:14]=[CH:13][CH2:12]1)=[O:10])[C:2]1[CH:7]=[CH:6][CH:5]=[CH:4][CH:3]=1.ClC1C=CC=C(C(OO)=[O:24])C=1.S([O-])([O-])(=O)=S.[Na+].[Na+], predict the reaction product. The product is: [CH:13]12[O:24][CH:14]1[CH2:15][N:11]([C:9]([O:8][CH2:1][C:2]1[CH:3]=[CH:4][CH:5]=[CH:6][CH:7]=1)=[O:10])[CH2:12]2.